This data is from Reaction yield outcomes from USPTO patents with 853,638 reactions. The task is: Predict the reaction yield, written as a fraction of the theoretical maximum amount of product (1.0 means a 100% yield; for example, 0.34 means a 34% yield). The reactants are [NH:1]([C:3]1[CH:8]=[C:7]([C:9]#[N:10])[CH:6]=[CH:5][N:4]=1)[NH2:2].[Cl:11][C:12]1[CH:13]=[C:14]([C:18](=O)[CH2:19][C:20](OCC)=[O:21])[CH:15]=[CH:16][CH:17]=1. No catalyst specified. The product is [Cl:11][C:12]1[CH:13]=[C:14]([C:18]2[CH:19]=[C:20]([OH:21])[N:1]([C:3]3[CH:8]=[C:7]([C:9]#[N:10])[CH:6]=[CH:5][N:4]=3)[N:2]=2)[CH:15]=[CH:16][CH:17]=1. The yield is 0.530.